Dataset: Reaction yield outcomes from USPTO patents with 853,638 reactions. Task: Predict the reaction yield, written as a fraction of the theoretical maximum amount of product (1.0 means a 100% yield; for example, 0.34 means a 34% yield). (1) The reactants are [NH2:1][C:2]1[N:3]=[C:4]([CH3:22])[C:5]2=[C:6]([CH2:8][C@H:9]([C:14]3[CH:19]=[CH:18][C:17]([F:20])=[CH:16][C:15]=3[Br:21])[NH:10]/[C:11]/2=[N:12]\[OH:13])[N:7]=1.C([O-])([O-])=O.[Cs+].[Cs+].I[CH2:30][CH2:31][C@H:32]1[CH2:36][O:35][C:34]([CH3:38])([CH3:37])[O:33]1. The catalyst is CN(C=O)C. The product is [CH3:37][C:34]1([CH3:38])[O:33][C@@H:32]([CH2:31][CH2:30][O:13]/[N:12]=[C:11]2\[NH:10][C@@H:9]([C:14]3[CH:19]=[CH:18][C:17]([F:20])=[CH:16][C:15]=3[Br:21])[CH2:8][C:6]3[N:7]=[C:2]([NH2:1])[N:3]=[C:4]([CH3:22])[C:5]\2=3)[CH2:36][O:35]1. The yield is 0.630. (2) The reactants are [N+:1]([C:4]1[CH:9]=[CH:8][C:7](B(O)O)=[CH:6][CH:5]=1)([O-:3])=[O:2].Br[C:14]1[S:15][C:16]([C:20]([O:22][CH2:23][CH3:24])=[O:21])=[C:17]([CH3:19])[N:18]=1.C(=O)(O)[O-].[Na+].O. The catalyst is C1C=CC([P]([Pd]([P](C2C=CC=CC=2)(C2C=CC=CC=2)C2C=CC=CC=2)([P](C2C=CC=CC=2)(C2C=CC=CC=2)C2C=CC=CC=2)[P](C2C=CC=CC=2)(C2C=CC=CC=2)C2C=CC=CC=2)(C2C=CC=CC=2)C2C=CC=CC=2)=CC=1.O1CCOCC1. The product is [CH3:19][C:17]1[N:18]=[C:14]([C:7]2[CH:8]=[CH:9][C:4]([N+:1]([O-:3])=[O:2])=[CH:5][CH:6]=2)[S:15][C:16]=1[C:20]([O:22][CH2:23][CH3:24])=[O:21]. The yield is 0.830.